From a dataset of NCI-60 drug combinations with 297,098 pairs across 59 cell lines. Regression. Given two drug SMILES strings and cell line genomic features, predict the synergy score measuring deviation from expected non-interaction effect. Drug 1: CC12CCC3C(C1CCC2O)C(CC4=C3C=CC(=C4)O)CCCCCCCCCS(=O)CCCC(C(F)(F)F)(F)F. Drug 2: C1=NC2=C(N1)C(=S)N=CN2. Cell line: SK-MEL-2. Synergy scores: CSS=-3.51, Synergy_ZIP=0.902, Synergy_Bliss=-3.61, Synergy_Loewe=-7.93, Synergy_HSA=-8.12.